This data is from Peptide-MHC class II binding affinity with 134,281 pairs from IEDB. The task is: Regression. Given a peptide amino acid sequence and an MHC pseudo amino acid sequence, predict their binding affinity value. This is MHC class II binding data. (1) The peptide sequence is SCWAFSGVAATESAY. The binding affinity (normalized) is 0.722. The MHC is HLA-DPA10103-DPB10301 with pseudo-sequence HLA-DPA10103-DPB10301. (2) The peptide sequence is PFAATHNPWASQRF. The MHC is DRB1_0401 with pseudo-sequence DRB1_0401. The binding affinity (normalized) is 0.817.